This data is from Catalyst prediction with 721,799 reactions and 888 catalyst types from USPTO. The task is: Predict which catalyst facilitates the given reaction. (1) Reactant: [CH2:1]([O:5][C:6]([N:8]1[CH2:13][CH2:12][N:11]([C:14](=[O:50])[C@@H:15]([NH:20][C:21]([C:23]2[CH:27]=[C:26]([O:28][CH2:29][C:30]([N:32]3[CH2:36][CH2:35][CH2:34][C@H:33]3[C:37](=[O:43])[NH:38][CH:39]3[CH2:42][CH2:41][CH2:40]3)=[O:31])[N:25]([C:44]3[CH:49]=[CH:48][CH:47]=[CH:46][CH:45]=3)[N:24]=2)=[O:22])[CH2:16][CH2:17][CH2:18][OH:19])[CH2:10][CH2:9]1)=[O:7])[CH2:2][CH2:3][CH3:4].N1C=CC=CC=1.[C:57](OC(=O)C)(=[O:59])[CH3:58]. Product: [CH2:1]([O:5][C:6]([N:8]1[CH2:13][CH2:12][N:11]([C:14](=[O:50])[C@@H:15]([NH:20][C:21]([C:23]2[CH:27]=[C:26]([O:28][CH2:29][C:30]([N:32]3[CH2:36][CH2:35][CH2:34][C@H:33]3[C:37](=[O:43])[NH:38][CH:39]3[CH2:42][CH2:41][CH2:40]3)=[O:31])[N:25]([C:44]3[CH:49]=[CH:48][CH:47]=[CH:46][CH:45]=3)[N:24]=2)=[O:22])[CH2:16][CH2:17][CH2:18][O:19][C:57](=[O:59])[CH3:58])[CH2:10][CH2:9]1)=[O:7])[CH2:2][CH2:3][CH3:4]. The catalyst class is: 154. (2) Reactant: P(Cl)(Cl)(Cl)=O.[CH2:6]([O:13][C:14]([NH:16][CH:17]1[CH2:22][CH2:21][CH:20]([C@H:23]([NH:34][C:35]([O:37][C:38]([CH3:41])([CH3:40])[CH3:39])=[O:36])[C:24]([N:26]2[CH2:33][CH2:32][CH2:31][C@H:27]2[C:28]([NH2:30])=O)=[O:25])[CH2:19][CH2:18]1)=[O:15])[C:7]1[CH:12]=[CH:11][CH:10]=[CH:9][CH:8]=1.N1C=CN=C1. Product: [C:38]([O:37][C:35]([NH:34][C@@H:23]([C@H:20]1[CH2:21][CH2:22][C@H:17]([NH:16][C:14](=[O:15])[O:13][CH2:6][C:7]2[CH:12]=[CH:11][CH:10]=[CH:9][CH:8]=2)[CH2:18][CH2:19]1)[C:24]([N:26]1[CH2:33][CH2:32][CH2:31][C@H:27]1[C:28]#[N:30])=[O:25])=[O:36])([CH3:41])([CH3:39])[CH3:40]. The catalyst class is: 272. (3) Reactant: [CH2:1]([O:8][C:9]1[CH:14]=[CH:13][N:12]([CH2:15][C:16]2[CH:21]=[CH:20][CH:19]=[C:18]([F:22])[CH:17]=2)[C:11](=[O:23])[C:10]=1I)[C:2]1[CH:7]=[CH:6][CH:5]=[CH:4][CH:3]=1.[CH2:25](OC1C=CN(CC2C=CC=C(F)C=2)C(=O)C=1)C1C=CC=CC=1.C1C(=O)N(I)C(=O)C1. Product: [CH2:1]([O:8][C:9]1[CH:14]=[CH:13][N:12]([CH2:15][C:16]2[CH:21]=[CH:20][CH:19]=[C:18]([F:22])[CH:17]=2)[C:11](=[O:23])[C:10]=1[CH3:25])[C:2]1[CH:7]=[CH:6][CH:5]=[CH:4][CH:3]=1. The catalyst class is: 10. (4) Reactant: [NH2:1][CH2:2][CH:3]([OH:5])[CH3:4].[O:6]1[CH:8]([CH2:9][CH2:10][CH2:11][CH2:12][CH2:13][CH3:14])[CH2:7]1. Product: [CH2:8]([C:7]12[O:6][CH:8]([CH2:9][CH2:10][CH2:11][CH2:12][CH2:13][CH3:14])[CH2:7][N:1]1[CH2:2][CH:3]([CH3:4])[O:5]2)[CH2:9][CH2:10][CH3:11]. The catalyst class is: 10. (5) Reactant: [NH2:1][C:2]1[CH:3]=[C:4]([C:8]2[C:16]([C:17]3[CH:22]=[CH:21][N:20]=[C:19]([NH:23][C:24]4[CH:29]=[CH:28][CH:27]=[C:26]([O:30][CH2:31][CH2:32][N:33]([CH3:35])[CH3:34])[CH:25]=4)[N:18]=3)=[C:11]3[CH:12]=[CH:13][CH:14]=[CH:15][N:10]3[N:9]=2)[CH:5]=[CH:6][CH:7]=1.[S:36]1[CH:40]=[CH:39][C:38]([CH2:41][C:42](O)=[O:43])=[CH:37]1.F[P-](F)(F)(F)(F)F.N1(OC(N(C)C)=[N+](C)C)C2N=CC=CC=2N=N1. Product: [CH3:34][N:33]([CH3:35])[CH2:32][CH2:31][O:30][C:26]1[CH:25]=[C:24]([NH:23][C:19]2[N:18]=[C:17]([C:16]3[C:8]([C:4]4[CH:3]=[C:2]([NH:1][C:42](=[O:43])[CH2:41][C:38]5[CH:39]=[CH:40][S:36][CH:37]=5)[CH:7]=[CH:6][CH:5]=4)=[N:9][N:10]4[CH:15]=[CH:14][CH:13]=[CH:12][C:11]=34)[CH:22]=[CH:21][N:20]=2)[CH:29]=[CH:28][CH:27]=1. The catalyst class is: 76. (6) Reactant: C(C(Cl)=O)COCC(COCCC(Cl)=O)(COCCC(Cl)=O)COCCC(Cl)=O.O1CCCC1.N[C:36]1[CH:37]=[C:38]([C:46]([O:48][CH3:49])=[O:47])[CH:39]=[C:40]([CH:45]=1)[C:41]([O:43][CH3:44])=[O:42].C(N(CC)CC)C. Product: [C:41]([O:43][CH3:44])(=[O:42])[C:40]1[CH:45]=[CH:36][CH:37]=[C:38]([C:46]([O:48][CH3:49])=[O:47])[CH:39]=1.[C:41]([O:43][CH3:44])(=[O:42])[C:40]1[CH:45]=[CH:36][CH:37]=[C:38]([C:46]([O:48][CH3:49])=[O:47])[CH:39]=1. The catalyst class is: 9. (7) Reactant: [C:1]([O:5][C:6]([N:8]1[CH2:13][CH2:12][CH:11]([NH2:14])[CH2:10][CH2:9]1)=[O:7])([CH3:4])([CH3:3])[CH3:2].C(N(C(C)C)CC)(C)C.[Br:24][C:25]1[S:26][C:27]([C:31](Cl)=[O:32])=[C:28]([CH3:30])[N:29]=1.ClC(Cl)C. Product: [C:1]([O:5][C:6]([N:8]1[CH2:13][CH2:12][CH:11]([NH:14][C:31]([C:27]2[S:26][C:25]([Br:24])=[N:29][C:28]=2[CH3:30])=[O:32])[CH2:10][CH2:9]1)=[O:7])([CH3:4])([CH3:2])[CH3:3]. The catalyst class is: 4.